Dataset: Full USPTO retrosynthesis dataset with 1.9M reactions from patents (1976-2016). Task: Predict the reactants needed to synthesize the given product. (1) Given the product [F:13][C:14]1[C:19]([CH2:1][C:2]([CH3:5])([CH3:4])[CH3:3])=[CH:18][CH:17]=[C:16]([F:21])[N:15]=1, predict the reactants needed to synthesize it. The reactants are: [CH2:1]([Mg]Cl)[C:2]([CH3:5])([CH3:4])[CH3:3].CCOCC.[F:13][C:14]1[C:19](I)=[CH:18][CH:17]=[C:16]([F:21])[N:15]=1.[NH4+].[Cl-]. (2) Given the product [F:30][C:17]1[CH:18]=[C:19]([C:22]2[C:23]([C:28]#[N:29])=[CH:24][CH:25]=[CH:26][CH:27]=2)[CH:20]=[CH:21][C:16]=1[CH2:15][C:12]1[C:13](=[O:14])[N:8]([C@H:6]2[CH2:5][C@@H:4]([OH:42])[CH2:7]2)[C:9]2[N:10]([N:34]=[CH:35][N:36]=2)[C:11]=1[CH2:31][CH2:32][CH3:33], predict the reactants needed to synthesize it. The reactants are: C([CH:4]1[CH2:7][CH:6]([N:8]2[C:13](=[O:14])[C:12]([CH2:15][C:16]3[CH:21]=[CH:20][C:19]([C:22]4[C:23]([C:28]#[N:29])=[CH:24][CH:25]=[CH:26][CH:27]=4)=[CH:18][C:17]=3[F:30])=[C:11]([CH2:31][CH2:32][CH3:33])[N:10]3[N:34]=[CH:35][N:36]=[C:9]23)[CH2:5]1)(=O)C.OO.FC(F)(F)C(OC(=O)C(F)(F)F)=[O:42].C(=O)([O-])O.[Na+].S([O-])([O-])(=O)=S.[Na+].[Na+].CC(OI1(OC(C)=O)(OC(C)=O)OC(=O)C2C=CC=CC1=2)=O. (3) Given the product [NH2:18][C:19]1[N:24]=[C:23]([C:2]2[CH:7]=[CH:6][CH:5]=[CH:4][C:3]=2[OH:8])[CH:22]=[C:21]([Cl:26])[N:20]=1, predict the reactants needed to synthesize it. The reactants are: O[C:2]1[CH:7]=[CH:6][CH:5]=[CH:4][C:3]=1[O:8]B(O)O.C(=O)([O-])[O-].[Na+].[Na+].[NH2:18][C:19]1[N:24]=[C:23](Cl)[CH:22]=[C:21]([Cl:26])[N:20]=1. (4) Given the product [Cl:1][C:2]1[CH:7]=[C:6]2[NH:8][C:9](=[O:32])[C:10]3([CH:15]([C:16]4[CH:21]=[CH:20][CH:19]=[C:18]([Cl:22])[CH:17]=4)[CH2:14][C:13](=[O:23])[N:12]([CH2:24][C:25]([NH:50][CH:47]4[CH2:48][CH2:49][N:44]([S:41]([CH3:40])(=[O:43])=[O:42])[CH2:45][CH2:46]4)=[O:26])[CH:11]3[C:28](=[CH2:31])[CH2:29][CH3:30])[C:5]2=[CH:4][CH:3]=1, predict the reactants needed to synthesize it. The reactants are: [Cl:1][C:2]1[CH:7]=[C:6]2[NH:8][C:9](=[O:32])[C:10]3([CH:15]([C:16]4[CH:21]=[CH:20][CH:19]=[C:18]([Cl:22])[CH:17]=4)[CH2:14][C:13](=[O:23])[N:12]([CH2:24][C:25](F)=[O:26])[CH:11]3[C:28](=[CH2:31])[CH2:29][CH3:30])[C:5]2=[CH:4][CH:3]=1.FC(F)(F)C(O)=O.[CH3:40][S:41]([N:44]1[CH2:49][CH2:48][CH:47]([NH2:50])[CH2:46][CH2:45]1)(=[O:43])=[O:42].CN1CCOCC1.